This data is from Catalyst prediction with 721,799 reactions and 888 catalyst types from USPTO. The task is: Predict which catalyst facilitates the given reaction. (1) Reactant: [CH2:1]([O:8][C:9]1[CH:13]=[C:12]([CH:14]=O)[N:11]([CH3:16])[N:10]=1)[C:2]1[CH:7]=[CH:6][CH:5]=[CH:4][CH:3]=1.C(OP([CH2:25][C:26]([O:28][CH2:29][CH3:30])=[O:27])(OCC)=O)C.CN(C)C=O.[H-].[Na+]. Product: [CH2:1]([O:8][C:9]1[CH:13]=[C:12](/[CH:14]=[CH:25]/[C:26]([O:28][CH2:29][CH3:30])=[O:27])[N:11]([CH3:16])[N:10]=1)[C:2]1[CH:7]=[CH:6][CH:5]=[CH:4][CH:3]=1. The catalyst class is: 6. (2) The catalyst class is: 21. Product: [Cl:2][C:3]1[N:7]([CH3:8])[CH:6]=[N:5][C:4]=1[CH2:9][S:18][C:16]1[N:15]=[C:14]([OH:19])[CH:13]=[C:12]([CH3:11])[N:17]=1. Reactant: Cl.[Cl:2][C:3]1[N:7]([CH3:8])[CH:6]=[N:5][C:4]=1[CH2:9]Cl.[CH3:11][C:12]1[N:17]=[C:16]([SH:18])[N:15]=[C:14]([OH:19])[CH:13]=1.C(=O)([O-])[O-].[K+].[K+].